The task is: Regression/Classification. Given a drug SMILES string, predict its absorption, distribution, metabolism, or excretion properties. Task type varies by dataset: regression for continuous measurements (e.g., permeability, clearance, half-life) or binary classification for categorical outcomes (e.g., BBB penetration, CYP inhibition). For this dataset (solubility_aqsoldb), we predict Y.. This data is from Aqueous solubility values for 9,982 compounds from the AqSolDB database. (1) The compound is CNCCCN1c2ccccc2CCc2ccccc21. The Y is -3.66 log mol/L. (2) The molecule is CCOc1ccc(C(=O)OCCN(CC)CC)cc1. The Y is -2.71 log mol/L. (3) The compound is Clc1cc(Cl)c(-c2c(Cl)ccc(Cl)c2Cl)cc1Cl. The Y is -7.93 log mol/L. (4) The drug is COP(=S)(OC)Oc1ccc([N+](=O)[O-])c(C)c1. The Y is -4.04 log mol/L. (5) The compound is CC(C)c1ccccc1C(C)C.OO. The Y is -2.50 log mol/L. (6) The compound is Cc1cnccn1. The Y is 1.03 log mol/L. (7) The drug is CCC(C)C(NC(C)=O)C(=O)O. The Y is -0.690 log mol/L. (8) The drug is NC(=NO)N1Cc2cccc3c(Cl)ccc(c23)C1. The Y is -2.00 log mol/L. (9) The molecule is O=C1OCCC1N(C(=O)C1CC1)c1cccc(Cl)c1. The Y is -2.69 log mol/L. (10) The drug is ClCc1ccccc1Cl. The Y is -3.21 log mol/L.